From a dataset of Peptide-MHC class I binding affinity with 185,985 pairs from IEDB/IMGT. Regression. Given a peptide amino acid sequence and an MHC pseudo amino acid sequence, predict their binding affinity value. This is MHC class I binding data. (1) The peptide sequence is FLRGRAYGI. The MHC is Patr-A0101 with pseudo-sequence Patr-A0101. The binding affinity (normalized) is 0. (2) The peptide sequence is RTFDRFFEE. The MHC is HLA-A29:02 with pseudo-sequence HLA-A29:02. The binding affinity (normalized) is 0.0847. (3) The peptide sequence is FLYSFFLCI. The MHC is HLA-B08:01 with pseudo-sequence HLA-B08:01. The binding affinity (normalized) is 0.199. (4) The peptide sequence is WRRRWQQLL. The MHC is HLA-B27:05 with pseudo-sequence HLA-B27:05. The binding affinity (normalized) is 0.691.